From a dataset of Forward reaction prediction with 1.9M reactions from USPTO patents (1976-2016). Predict the product of the given reaction. Given the reactants [F:1][C:2]([F:43])([F:42])[C:3]1[CH:4]=[C:5]([CH:39]=[CH:40][CH:41]=1)[C:6]([NH:8][C:9]1[CH:14]=[CH:13][CH:12]=[C:11]([C:15]2[N:20]3[N:21]=[CH:22][C:23]([C:24]4[CH:28]=[CH:27][N:26]([Si](C(C)C)(C(C)C)C(C)C)[CH:25]=4)=[C:19]3[N:18]=[CH:17][CH:16]=2)[CH:10]=1)=[O:7].[F-].C([N+](CCCC)(CCCC)CCCC)CCC, predict the reaction product. The product is: [NH:26]1[CH:27]=[CH:28][C:24]([C:23]2[CH:22]=[N:21][N:20]3[C:15]([C:11]4[CH:10]=[C:9]([NH:8][C:6](=[O:7])[C:5]5[CH:39]=[CH:40][CH:41]=[C:3]([C:2]([F:43])([F:42])[F:1])[CH:4]=5)[CH:14]=[CH:13][CH:12]=4)=[CH:16][CH:17]=[N:18][C:19]=23)=[CH:25]1.